Dataset: Full USPTO retrosynthesis dataset with 1.9M reactions from patents (1976-2016). Task: Predict the reactants needed to synthesize the given product. (1) Given the product [Br:1][C:2]1[CH:10]=[CH:9][C:5]([CH2:6][OH:7])=[C:4]([CH3:11])[CH:3]=1, predict the reactants needed to synthesize it. The reactants are: [Br:1][C:2]1[CH:10]=[CH:9][C:5]([C:6](O)=[O:7])=[C:4]([CH3:11])[CH:3]=1.B. (2) Given the product [N+:1]([C:4]1[CH:5]=[CH:6][C:7]([C:8]([O:10][C@@H:35]2[CH2:34][C@@H:33]([C:38](=[O:47])[N:39]([CH2:41][CH2:42][CH2:43][CH2:44][CH:45]=[CH2:46])[CH3:40])[N:32]([C:30](=[O:31])[NH:29][C@:24]3([C:22]([O:21][CH2:19][CH3:20])=[O:23])[CH2:26][C@H:25]3[CH:27]=[CH2:28])[CH2:36]2)=[O:9])=[CH:11][CH:12]=1)([O-:3])=[O:2], predict the reactants needed to synthesize it. The reactants are: [N+:1]([C:4]1[CH:12]=[CH:11][C:7]([C:8]([OH:10])=[O:9])=[CH:6][CH:5]=1)([O-:3])=[O:2].C(Cl)(=O)C(Cl)=O.[CH2:19]([O:21][C:22]([C@@:24]1([NH:29][C:30]([N:32]2[CH2:36][C@H:35](O)[CH2:34][C@H:33]2[C:38](=[O:47])[N:39]([CH2:41][CH2:42][CH2:43][CH2:44][CH:45]=[CH2:46])[CH3:40])=[O:31])[CH2:26][C@@H:25]1[CH:27]=[CH2:28])=[O:23])[CH3:20].C(N(CC)CC)C. (3) Given the product [NH2:14][C:15]1[CH:16]=[C:17]([S:22]([N:25]([CH3:26])[CH3:27])(=[O:24])=[O:23])[CH:18]=[C:19]([CH3:21])[CH:20]=1, predict the reactants needed to synthesize it. The reactants are: C1(C(=[N:14][C:15]2[CH:16]=[C:17]([S:22]([N:25]([CH3:27])[CH3:26])(=[O:24])=[O:23])[CH:18]=[C:19]([CH3:21])[CH:20]=2)C2C=CC=CC=2)C=CC=CC=1.Cl. (4) Given the product [Br:1][C:2]1[CH:11]=[C:10]2[C:5]([N:6]=[CH:7][C:8]([N:19]3[CH2:20][CH2:21][CH2:22][CH:17]([N:16]([CH3:23])[CH3:15])[CH2:18]3)=[N:9]2)=[CH:4][CH:3]=1, predict the reactants needed to synthesize it. The reactants are: [Br:1][C:2]1[CH:11]=[C:10]2[C:5]([N:6]=[CH:7][C:8](Cl)=[N:9]2)=[CH:4][CH:3]=1.Cl.Cl.[CH3:15][N:16]([CH3:23])[CH:17]1[CH2:22][CH2:21][CH2:20][NH:19][CH2:18]1.C(N(CC)CC)C.O. (5) The reactants are: [NH2:1][C:2]1[CH:35]=[CH:34][C:5]([O:6][C:7]2[C:16]3[C:11](=[CH:12][C:13]([O:19][CH2:20][CH:21]4[CH2:26][CH2:25][N:24]([C:27]([O:29][C:30]([CH3:33])([CH3:32])[CH3:31])=[O:28])[CH2:23][CH2:22]4)=[C:14]([O:17][CH3:18])[CH:15]=3)[N:10]=[CH:9][CH:8]=2)=[C:4]([F:36])[CH:3]=1.COC1C=C2C(=CC=1OC)N=CC=C2OC1C=CC(N[C:59]([N:61]2[CH2:65][CH2:64][N:63]([C:66]3[CH:71]=[CH:70][CH:69]=[CH:68][CH:67]=3)[C:62]2=[O:72])=[O:60])=CC=1F. Given the product [F:36][C:4]1[CH:3]=[C:2]([NH:1][C:59]([N:61]2[CH2:65][CH2:64][N:63]([C:66]3[CH:71]=[CH:70][CH:69]=[CH:68][CH:67]=3)[C:62]2=[O:72])=[O:60])[CH:35]=[CH:34][C:5]=1[O:6][C:7]1[C:16]2[C:11](=[CH:12][C:13]([O:19][CH2:20][CH:21]3[CH2:26][CH2:25][N:24]([C:27]([O:29][C:30]([CH3:32])([CH3:33])[CH3:31])=[O:28])[CH2:23][CH2:22]3)=[C:14]([O:17][CH3:18])[CH:15]=2)[N:10]=[CH:9][CH:8]=1, predict the reactants needed to synthesize it. (6) The reactants are: [NH2:1][C:2]1[CH:3]=[C:4]([CH:9]=[CH:10][C:11]=1[OH:12])[C:5]([O:7][CH3:8])=[O:6].[F:13][C:14]([F:25])([F:24])[C:15](O[C:15](=[O:16])[C:14]([F:25])([F:24])[F:13])=[O:16].C([O-])(O)=O.[Na+]. Given the product [OH:12][C:11]1[CH:10]=[CH:9][C:4]([C:5]([O:7][CH3:8])=[O:6])=[CH:3][C:2]=1[NH:1][C:15](=[O:16])[C:14]([F:25])([F:24])[F:13], predict the reactants needed to synthesize it. (7) The reactants are: C[C:2](C)([O-:4])C.[Na+].C[O:8][C:9]1[CH:10]=CC=[C:13]2[C:18]=1[CH2:17]C(=O)CC2.CI.[C:22]1([CH3:28])[CH:27]=[CH:26][CH:25]=[CH:24][CH:23]=1. Given the product [CH3:2][O:4][C:26]1[CH:25]=[CH:24][CH:23]=[C:22]2[C:27]=1[C:18]([CH3:13])([CH3:17])[C:9](=[O:8])[CH2:10][CH2:28]2, predict the reactants needed to synthesize it.